This data is from NCI-60 drug combinations with 297,098 pairs across 59 cell lines. The task is: Regression. Given two drug SMILES strings and cell line genomic features, predict the synergy score measuring deviation from expected non-interaction effect. Drug 1: C1C(C(OC1N2C=NC3=C(N=C(N=C32)Cl)N)CO)O. Drug 2: C(=O)(N)NO. Cell line: OVCAR-4. Synergy scores: CSS=7.23, Synergy_ZIP=-4.07, Synergy_Bliss=-2.08, Synergy_Loewe=-10.8, Synergy_HSA=-2.26.